From a dataset of Full USPTO retrosynthesis dataset with 1.9M reactions from patents (1976-2016). Predict the reactants needed to synthesize the given product. (1) The reactants are: [C:1]1([CH:6]=O)[CH2:5][CH2:4][CH2:3][CH:2]=1.[C:8]([NH:11][CH:12]([C:18]([O:20][CH2:21][CH3:22])=[O:19])[C:13]([O:15][CH2:16][CH3:17])=[O:14])(=[O:10])[CH3:9]. Given the product [C:8]([N:11]1[CH2:6][CH:1]2[CH:2]([CH2:3][CH2:4][CH2:5]2)[C:12]1([C:18]([O:20][CH2:21][CH3:22])=[O:19])[C:13]([O:15][CH2:16][CH3:17])=[O:14])(=[O:10])[CH3:9], predict the reactants needed to synthesize it. (2) Given the product [C:1]([O:5][C:6]([N:8]1[CH2:13][CH2:12][N:11]([C:14]2[CH:19]=[CH:18][C:17]([O:20][CH2:21][C:22]([OH:27])([CH3:26])[CH2:23][CH2:24][O:25][S:28]([C:31]3[CH:37]=[CH:36][C:34]([CH3:35])=[CH:33][CH:32]=3)(=[O:30])=[O:29])=[CH:16][CH:15]=2)[CH2:10][CH2:9]1)=[O:7])([CH3:4])([CH3:2])[CH3:3], predict the reactants needed to synthesize it. The reactants are: [C:1]([O:5][C:6]([N:8]1[CH2:13][CH2:12][N:11]([C:14]2[CH:19]=[CH:18][C:17]([O:20][CH2:21][C:22]([OH:27])([CH3:26])[CH2:23][CH2:24][OH:25])=[CH:16][CH:15]=2)[CH2:10][CH2:9]1)=[O:7])([CH3:4])([CH3:3])[CH3:2].[S:28](Cl)([C:31]1[CH:37]=[CH:36][C:34]([CH3:35])=[CH:33][CH:32]=1)(=[O:30])=[O:29].C(N(CC)CC)C. (3) Given the product [Br:7][CH2:8][CH2:9][O:10][C:11]([N:1]1[CH2:6][CH2:5][O:4][CH2:3][CH2:2]1)=[O:12], predict the reactants needed to synthesize it. The reactants are: [NH:1]1[CH2:6][CH2:5][O:4][CH2:3][CH2:2]1.[Br:7][CH2:8][CH2:9][O:10][C:11](Cl)=[O:12]. (4) Given the product [CH:1]([N:4]1[C:8]([C:9]2[CH:14]=[CH:13][N:12]=[C:11]([NH:15][C:16]3[CH:26]=[CH:25][C:19]([C:20]([OH:22])=[O:21])=[CH:18][N:17]=3)[N:10]=2)=[CH:7][N:6]=[C:5]1[CH3:27])([CH3:3])[CH3:2], predict the reactants needed to synthesize it. The reactants are: [CH:1]([N:4]1[C:8]([C:9]2[CH:14]=[CH:13][N:12]=[C:11]([NH:15][C:16]3[CH:26]=[CH:25][C:19]([C:20]([O:22]CC)=[O:21])=[CH:18][N:17]=3)[N:10]=2)=[CH:7][N:6]=[C:5]1[CH3:27])([CH3:3])[CH3:2].[OH-].[Na+]. (5) Given the product [F:32][C:27]1[CH:26]=[C:25]([CH:20]2[C:19]3[CH:33]=[CH:34][CH:35]=[CH:36][C:18]=3[C:17]3[N:16]=[C:15]([NH:14][C:11]4[CH:10]=[CH:9][C:8]([CH2:7][CH2:6][N:44]5[CH2:45][CH2:46][N:41]([CH2:40][CH2:39][O:38][CH3:37])[CH2:42][CH2:43]5)=[CH:13][CH:12]=4)[N:24]=[CH:23][C:22]=3[CH2:21]2)[CH:30]=[CH:29][C:28]=1[F:31], predict the reactants needed to synthesize it. The reactants are: CS(O[CH2:6][CH2:7][C:8]1[CH:13]=[CH:12][C:11]([NH:14][C:15]2[N:24]=[CH:23][C:22]3[CH2:21][CH:20]([C:25]4[CH:30]=[CH:29][C:28]([F:31])=[C:27]([F:32])[CH:26]=4)[C:19]4[CH:33]=[CH:34][CH:35]=[CH:36][C:18]=4[C:17]=3[N:16]=2)=[CH:10][CH:9]=1)(=O)=O.[CH3:37][O:38][CH2:39][CH2:40][N:41]1[CH2:46][CH2:45][NH:44][CH2:43][CH2:42]1.